From a dataset of Full USPTO retrosynthesis dataset with 1.9M reactions from patents (1976-2016). Predict the reactants needed to synthesize the given product. (1) Given the product [F:49][CH2:48][CH2:47][O:38][C:35]1[CH:36]=[CH:37][C:32]([CH:26]([NH:25][C:24]([C@@H:20]2[CH2:21][CH2:22][CH2:23][N:18]([C:16](=[O:17])[CH2:15][CH2:14][CH:11]3[CH2:10][CH2:9][N:8]([C:6]([O:5][C:1]([CH3:4])([CH3:2])[CH3:3])=[O:7])[CH2:13][CH2:12]3)[CH2:19]2)=[O:39])[CH2:27][C:28]([O:30][CH3:31])=[O:29])=[CH:33][CH:34]=1, predict the reactants needed to synthesize it. The reactants are: [C:1]([O:5][C:6]([N:8]1[CH2:13][CH2:12][CH:11]([CH2:14][CH2:15][C:16]([N:18]2[CH2:23][CH2:22][CH2:21][C@@H:20]([C:24](=[O:39])[NH:25][CH:26]([C:32]3[CH:37]=[CH:36][C:35]([OH:38])=[CH:34][CH:33]=3)[CH2:27][C:28]([O:30][CH3:31])=[O:29])[CH2:19]2)=[O:17])[CH2:10][CH2:9]1)=[O:7])([CH3:4])([CH3:3])[CH3:2].C(=O)([O-])[O-].[Cs+].[Cs+].I[CH2:47][CH2:48][F:49]. (2) Given the product [Cl:17][C:14]1[CH:15]=[CH:16][C:11]([C@H:7]2[NH:6][C@@H:5]([CH2:3][OH:2])[CH2:10][CH2:9][CH2:8]2)=[CH:12][CH:13]=1, predict the reactants needed to synthesize it. The reactants are: C[O:2][C:3]([C@H:5]1[CH2:10][CH2:9][CH2:8][C@@H:7]([C:11]2[CH:16]=[CH:15][C:14]([Cl:17])=[CH:13][CH:12]=2)[NH:6]1)=O.C1COCC1.[H-].[Al+3].[Li+].[H-].[H-].[H-].[OH-].[Na+]. (3) The reactants are: [Br:1][CH2:2][CH2:3][CH2:4][CH2:5][CH2:6][CH2:7][CH2:8][CH2:9][CH2:10][CH2:11][CH2:12][O:13][C:14]1[CH:19]=[CH:18][C:17]([CH:20]2[CH2:25][CH2:24][CH:23]([OH:26])[CH2:22][CH2:21]2)=[CH:16][CH:15]=1.[CH2:27]([O:35][C:36]1[CH:44]=[CH:43][C:39]([C:40](Cl)=[O:41])=[CH:38][CH:37]=1)[CH2:28][CH2:29][CH2:30][CH2:31][CH2:32][CH2:33][CH3:34]. Given the product [Br:1][CH2:2][CH2:3][CH2:4][CH2:5][CH2:6][CH2:7][CH2:8][CH2:9][CH2:10][CH2:11][CH2:12][O:13][C:14]1[CH:19]=[CH:18][C:17]([CH:20]2[CH2:21][CH2:22][CH:23]([O:26][C:40](=[O:41])[C:39]3[CH:38]=[CH:37][C:36]([O:35][CH2:27][CH2:28][CH2:29][CH2:30][CH2:31][CH2:32][CH2:33][CH3:34])=[CH:44][CH:43]=3)[CH2:24][CH2:25]2)=[CH:16][CH:15]=1, predict the reactants needed to synthesize it. (4) Given the product [N:1]1([NH:7][C:8]([C:10]2[C:14]([CH3:15])=[C:13]([C:16]3[CH:17]=[CH:18][C:19]([O:22][CH2:38][CH2:39][CH2:40][C:41]([F:44])([F:43])[F:42])=[CH:20][CH:21]=3)[N:12]([C:23]3[CH:28]=[CH:27][C:26]([Cl:29])=[CH:25][C:24]=3[Cl:30])[N:11]=2)=[O:9])[CH2:6][CH2:5][CH2:4][CH2:3][CH2:2]1, predict the reactants needed to synthesize it. The reactants are: [N:1]1([NH:7][C:8]([C:10]2[C:14]([CH3:15])=[C:13]([C:16]3[CH:21]=[CH:20][C:19]([OH:22])=[CH:18][CH:17]=3)[N:12]([C:23]3[CH:28]=[CH:27][C:26]([Cl:29])=[CH:25][C:24]=3[Cl:30])[N:11]=2)=[O:9])[CH2:6][CH2:5][CH2:4][CH2:3][CH2:2]1.C(=O)([O-])[O-].[K+].[K+].I[CH2:38][CH2:39][CH2:40][C:41]([F:44])([F:43])[F:42]. (5) Given the product [F:23][C:20]1[CH:19]=[CH:18][C:17]([O:16][CH2:15][CH2:14][N:11]2[CH2:12][CH2:13][NH:8][CH:9]([C:24]([O:26][CH2:27][CH3:28])=[O:25])[CH2:10]2)=[CH:22][CH:21]=1, predict the reactants needed to synthesize it. The reactants are: C([N:8]1[CH2:13][CH2:12][N:11]([CH2:14][CH2:15][O:16][C:17]2[CH:22]=[CH:21][C:20]([F:23])=[CH:19][CH:18]=2)[CH2:10][CH:9]1[C:24]([O:26][CH2:27][CH3:28])=[O:25])C1C=CC=CC=1.[H][H].